This data is from Full USPTO retrosynthesis dataset with 1.9M reactions from patents (1976-2016). The task is: Predict the reactants needed to synthesize the given product. Given the product [CH3:1][C@H:2]1[CH2:7][NH:6][CH2:5][CH2:4][N:3]1[C:18]([O:17][C:14]([CH3:16])([CH3:15])[CH3:13])=[O:19], predict the reactants needed to synthesize it. The reactants are: [CH3:1][C@H:2]1[CH2:7][NH:6][CH2:5][CH2:4][NH:3]1.[Li]CCCC.[CH3:13][C:14]([O:17][C:18](O[C:18]([O:17][C:14]([CH3:16])([CH3:15])[CH3:13])=[O:19])=[O:19])([CH3:16])[CH3:15].